This data is from Catalyst prediction with 721,799 reactions and 888 catalyst types from USPTO. The task is: Predict which catalyst facilitates the given reaction. (1) Reactant: C([O:3][C:4](=[O:23])[CH2:5][CH:6]1[O:10][B:9]([OH:11])[C:8]2[CH:12]=[C:13]([O:16][C:17]3[CH:22]=[CH:21][CH:20]=[CH:19][CH:18]=3)[CH:14]=[CH:15][C:7]1=2)C.O[Li].O.Cl. Product: [OH:11][B:9]1[C:8]2[CH:12]=[C:13]([O:16][C:17]3[CH:22]=[CH:21][CH:20]=[CH:19][CH:18]=3)[CH:14]=[CH:15][C:7]=2[CH:6]([CH2:5][C:4]([OH:23])=[O:3])[O:10]1. The catalyst class is: 5. (2) Reactant: [OH:1][CH:2]([C:4]1[S:5][CH:6]=[CH:7][C:8]=1[S:9]([N:12]([CH3:27])[C:13]1[CH:14]=[CH:15][CH:16]=[C:17]2[C:21]=1[NH:20][C:19]([C:22]1[S:23][CH:24]=[CH:25][N:26]=1)=[CH:18]2)(=[O:11])=[O:10])[CH3:3].CC(OI1(OC(C)=O)(OC(C)=O)OC(=O)C2C=CC=CC1=2)=O.C(=O)([O-])O.[Na+]. Product: [C:2]([C:4]1[S:5][CH:6]=[CH:7][C:8]=1[S:9]([N:12]([CH3:27])[C:13]1[CH:14]=[CH:15][CH:16]=[C:17]2[C:21]=1[NH:20][C:19]([C:22]1[S:23][CH:24]=[CH:25][N:26]=1)=[CH:18]2)(=[O:11])=[O:10])(=[O:1])[CH3:3]. The catalyst class is: 10. (3) Reactant: C1(P(C2CCCCC2)[C:8]2C=CC=[CH:10][C:9]=2[C:14]2C=CC=CC=2N(C)C)CCCCC1.[Li+].C[Si]([N-][Si](C)(C)C)(C)C.[C:39]([O-:42])(=[O:41])[CH3:40].Br[C:44]1[CH:49]=[CH:48][C:47]([F:50])=[CH:46][C:45]=1[CH3:51]. Product: [F:50][C:47]1[CH:48]=[CH:49][C:44]([CH2:40][C:39]([O:42][C:9]([CH3:14])([CH3:10])[CH3:8])=[O:41])=[C:45]([CH3:51])[CH:46]=1. The catalyst class is: 718. (4) Product: [O:17]1[CH2:21][CH2:20][CH:19]([CH2:22][NH:23][C:24]([C:26]2[C:30]([CH:13]=[O:12])=[C:29]([CH2:31][O:32][CH2:33][C:34]3[CH:39]=[CH:38][CH:37]=[CH:36][C:35]=3[F:40])[O:28][N:27]=2)=[O:25])[CH2:18]1. Reactant: CCCCCC.C([Li])CCC.[O:12]1CCC[CH2:13]1.[O:17]1[CH2:21][CH2:20][CH:19]([CH2:22][NH:23][C:24]([C:26]2[CH:30]=[C:29]([CH2:31][O:32][CH2:33][C:34]3[CH:39]=[CH:38][CH:37]=[CH:36][C:35]=3[F:40])[O:28][N:27]=2)=[O:25])[CH2:18]1.Cl. The catalyst class is: 9. (5) Reactant: [CH3:1][O:2][C:3](=[O:25])[C:4]1[CH:9]=[CH:8][C:7]([CH:10](OC(OC2C=CC=CC=2)=S)[C:11]([F:14])([F:13])[F:12])=[CH:6][CH:5]=1.CC(N=NC(C#N)(C)C)(C#N)C.C([SnH](CCCC)CCCC)CCC. Product: [CH3:1][O:2][C:3](=[O:25])[C:4]1[CH:5]=[CH:6][C:7]([CH2:10][C:11]([F:13])([F:12])[F:14])=[CH:8][CH:9]=1. The catalyst class is: 11. (6) Reactant: Br[C:2]1[CH:7]=[CH:6][C:5]([CH2:8][CH:9]2[CH2:11][CH2:10]2)=[CH:4][CH:3]=1.[CH3:12][O:13][C:14]([C:16]1[CH:21]=[CH:20][C:19](B(O)O)=[CH:18][CH:17]=1)=[O:15].C([O-])([O-])=[O:26].[K+].[K+].C1(C)C=CC=CC=1. Product: [CH3:12][O:13][C:14]([C:16]1[CH:17]=[CH:18][C:19]([C:2]2[CH:7]=[CH:6][C:5]([C:8]([CH:9]3[CH2:11][CH2:10]3)=[O:26])=[CH:4][CH:3]=2)=[CH:20][CH:21]=1)=[O:15]. The catalyst class is: 14. (7) Reactant: [Cl:1][C:2]1[CH:7]=[CH:6][CH:5]=[CH:4][C:3]=1[CH2:8][N:9]1[C:14](=[O:15])[CH2:13][C:12](=[O:16])[N:11]([CH2:17][C:18]2[CH:23]=[CH:22][CH:21]=[CH:20][C:19]=2[Cl:24])[C:10]1=[O:25].ClC1C=CC=CC=1CN=C=O.ClC1C=CC=CC=1CN.C(C(C(Cl)=O)C(Cl)=O)C.C1CCN2C(=NCCC2)CC1.C(N(C(C)C)CC)(C)C.[N:75]([CH2:78][C:79]([O:81]CC)=[O:80])=[C:76]=[O:77]. Product: [Cl:24][C:19]1[CH:20]=[CH:21][CH:22]=[CH:23][C:18]=1[CH2:17][N:11]1[C:12]([OH:16])=[C:13]([C:76]([NH:75][CH2:78][C:79]([OH:81])=[O:80])=[O:77])[C:14](=[O:15])[N:9]([CH2:8][C:3]2[CH:4]=[CH:5][CH:6]=[CH:7][C:2]=2[Cl:1])[C:10]1=[O:25]. The catalyst class is: 452. (8) Reactant: [CH3:1][P:2](=[O:7])([O:5][CH3:6])[O:3][CH3:4].C([Li])CCC.[C:13]1([CH3:25])[CH:18]=[CH:17][CH:16]=[C:15]([C@@H:19]([CH3:24])[C:20](OC)=[O:21])[CH:14]=1. Product: [O:21]=[C:20]([C@@H:19]([C:15]1[CH:14]=[C:13]([CH3:25])[CH:18]=[CH:17][CH:16]=1)[CH3:24])[CH2:1][P:2](=[O:7])([O:5][CH3:6])[O:3][CH3:4]. The catalyst class is: 7. (9) Reactant: C([O-])([O-])=O.[K+].[K+].[CH2:7]([O:9][C:10]([C:12]1[NH:16][C:15]([CH2:17][CH2:18][CH3:19])=[N:14][C:13]=1[C:20]([OH:23])([CH3:22])[CH3:21])=[O:11])[CH3:8].[Br:24][C:25]1[CH:32]=[CH:31][C:28]([CH2:29]Br)=[CH:27][CH:26]=1. Product: [CH2:7]([O:9][C:10]([C:12]1[N:16]([CH2:29][C:28]2[CH:31]=[CH:32][C:25]([Br:24])=[CH:26][CH:27]=2)[C:15]([CH2:17][CH2:18][CH3:19])=[N:14][C:13]=1[C:20]([OH:23])([CH3:21])[CH3:22])=[O:11])[CH3:8]. The catalyst class is: 10. (10) Reactant: CC(C)([O-])C.[K+].C/C=C/C.C([Li])CCC.B(OC)([C@H:27]1[C@H:32]([CH3:33])[C@@H:31]2[C:34]([CH3:36])(C)[C@@H:29]([CH2:30]2)[CH2:28]1)[C@H:27]1[C@H:32]([CH3:33])[C@@H:31]2[C:34](C)([CH3:36])[C@@H:29]([CH2:30]2)[CH2:28]1.B(F)(F)F.CCOCC.CC(=CC1[N:54]=[C:55]([CH3:58])[S:56][CH:57]=1)C=O.[OH-:59].[Na+].OO. Product: [CH3:36][C:34]([CH:31]([OH:59])[CH:32]([CH3:33])[CH:27]=[CH2:28])=[CH:29][C:30]1[N:54]=[C:55]([CH3:58])[S:56][CH:57]=1. The catalyst class is: 1.